From a dataset of Reaction yield outcomes from USPTO patents with 853,638 reactions. Predict the reaction yield, written as a fraction of the theoretical maximum amount of product (1.0 means a 100% yield; for example, 0.34 means a 34% yield). (1) The reactants are [C:1]([O:5][C:6]([NH:8][CH2:9][C:10]([CH3:16])([CH3:15])[CH2:11][C:12]([OH:14])=[O:13])=[O:7])([CH3:4])([CH3:3])[CH3:2].[N+:17]([C:20]1[CH:25]=[CH:24][C:23](O)=[CH:22][CH:21]=1)([O-:19])=[O:18].C1CCC(N=C=NC2CCCCC2)CC1. The catalyst is C1COCC1. The product is [C:1]([O:5][C:6]([NH:8][CH2:9][C:10]([CH3:16])([CH3:15])[CH2:11][C:12]([O:14][C:23]1[CH:24]=[CH:25][C:20]([N+:17]([O-:19])=[O:18])=[CH:21][CH:22]=1)=[O:13])=[O:7])([CH3:4])([CH3:2])[CH3:3]. The yield is 0.580. (2) The reactants are [C:1]([C:5]1[CH:10]=[CH:9][C:8]([C:11]2[N:15]([CH3:16])[N:14]=[C:13]([C:17](=[N:19][NH:20][C:21]([C:23]3[CH:32]=[CH:31][C:26]([C:27]([O:29]C)=[O:28])=[C:25]([Cl:33])[CH:24]=3)=[O:22])[CH3:18])[C:12]=2[OH:34])=[CH:7][CH:6]=1)([CH3:4])([CH3:3])[CH3:2].CO.[OH-].[Na+].Cl. The catalyst is C1COCC1.O. The product is [C:1]([C:5]1[CH:10]=[CH:9][C:8]([C:11]2[N:15]([CH3:16])[N:14]=[C:13]([C:17](=[N:19][NH:20][C:21]([C:23]3[CH:32]=[CH:31][C:26]([C:27]([OH:29])=[O:28])=[C:25]([Cl:33])[CH:24]=3)=[O:22])[CH3:18])[C:12]=2[OH:34])=[CH:7][CH:6]=1)([CH3:2])([CH3:3])[CH3:4]. The yield is 0.750. (3) The reactants are C([O:9][CH:10]([C:18]([F:21])([F:20])[F:19])[C:11]([F:17])([F:16])[S:12]([O-:15])(=[O:14])=[O:13])(=O)C1C=CC=CC=1.[C:22]1([S+:28]([C:35]2[CH:40]=[CH:39][CH:38]=[CH:37][CH:36]=2)[C:29]2[CH:34]=[CH:33][CH:32]=[CH:31][CH:30]=2)[CH:27]=[CH:26][CH:25]=[CH:24][CH:23]=1.[OH-].[Na+].Cl. The catalyst is CO. The product is [OH:9][CH:10]([C:18]([F:21])([F:19])[F:20])[C:11]([F:16])([F:17])[S:12]([O-:15])(=[O:14])=[O:13].[C:35]1([S+:28]([C:22]2[CH:23]=[CH:24][CH:25]=[CH:26][CH:27]=2)[C:29]2[CH:34]=[CH:33][CH:32]=[CH:31][CH:30]=2)[CH:36]=[CH:37][CH:38]=[CH:39][CH:40]=1. The yield is 0.850. (4) The reactants are [C:1]([C:5]1[CH:10]=[CH:9][C:8]([C:11]2[NH:15][C:14]3[CH:16]=[CH:17][CH:18]=[C:19]([N:20]4[CH2:25][CH2:24][NH:23][CH2:22][CH2:21]4)[C:13]=3[N:12]=2)=[CH:7][CH:6]=1)([CH3:4])([CH3:3])[CH3:2].[F:26][C:27]1[CH:28]=[C:29]([CH:32]=[CH:33][C:34]=1[N+:35]([O-:37])=[O:36])[CH:30]=O.C(O[BH-](OC(=O)C)OC(=O)C)(=O)C.[Na+]. The catalyst is CN1CCCC1=O.C(OCC)(=O)C. The product is [C:1]([C:5]1[CH:6]=[CH:7][C:8]([C:11]2[NH:15][C:14]3[CH:16]=[CH:17][CH:18]=[C:19]([N:20]4[CH2:25][CH2:24][N:23]([CH2:30][C:29]5[CH:32]=[CH:33][C:34]([N+:35]([O-:37])=[O:36])=[C:27]([F:26])[CH:28]=5)[CH2:22][CH2:21]4)[C:13]=3[N:12]=2)=[CH:9][CH:10]=1)([CH3:4])([CH3:2])[CH3:3]. The yield is 0.680. (5) The reactants are [Cl:1][C:2]1[CH:7]=[C:6]([O:8][C:9]2[CH:14]=[CH:13][C:12]([N+:15]([O-])=O)=[CH:11][CH:10]=2)[N:5]=[CH:4][N:3]=1.[Cl-].[NH4+].C(O)C.O. The catalyst is [Fe].CCCCCC.C(OCC)(=O)C. The product is [Cl:1][C:2]1[N:3]=[CH:4][N:5]=[C:6]([O:8][C:9]2[CH:14]=[CH:13][C:12]([NH2:15])=[CH:11][CH:10]=2)[CH:7]=1. The yield is 0.790.